Task: Regression. Given two drug SMILES strings and cell line genomic features, predict the synergy score measuring deviation from expected non-interaction effect.. Dataset: NCI-60 drug combinations with 297,098 pairs across 59 cell lines (1) Synergy scores: CSS=5.18, Synergy_ZIP=-8.66, Synergy_Bliss=-9.34, Synergy_Loewe=-9.51, Synergy_HSA=-7.41. Cell line: HOP-92. Drug 1: CN(CC1=CN=C2C(=N1)C(=NC(=N2)N)N)C3=CC=C(C=C3)C(=O)NC(CCC(=O)O)C(=O)O. Drug 2: CC1=C(C(=O)C2=C(C1=O)N3CC4C(C3(C2COC(=O)N)OC)N4)N. (2) Drug 1: C1CC(=O)NC(=O)C1N2CC3=C(C2=O)C=CC=C3N. Drug 2: C1C(C(OC1N2C=C(C(=O)NC2=O)F)CO)O. Cell line: SNB-19. Synergy scores: CSS=25.1, Synergy_ZIP=-2.12, Synergy_Bliss=-4.49, Synergy_Loewe=-20.1, Synergy_HSA=-1.51. (3) Cell line: LOX IMVI. Drug 1: CC1=C2C(C(=O)C3(C(CC4C(C3C(C(C2(C)C)(CC1OC(=O)C(C(C5=CC=CC=C5)NC(=O)C6=CC=CC=C6)O)O)OC(=O)C7=CC=CC=C7)(CO4)OC(=O)C)O)C)OC(=O)C. Synergy scores: CSS=25.1, Synergy_ZIP=-0.192, Synergy_Bliss=2.20, Synergy_Loewe=-32.7, Synergy_HSA=-0.205. Drug 2: CS(=O)(=O)OCCCCOS(=O)(=O)C. (4) Drug 1: CCC1=CC2CC(C3=C(CN(C2)C1)C4=CC=CC=C4N3)(C5=C(C=C6C(=C5)C78CCN9C7C(C=CC9)(C(C(C8N6C)(C(=O)OC)O)OC(=O)C)CC)OC)C(=O)OC.C(C(C(=O)O)O)(C(=O)O)O. Drug 2: C#CCC(CC1=CN=C2C(=N1)C(=NC(=N2)N)N)C3=CC=C(C=C3)C(=O)NC(CCC(=O)O)C(=O)O. Cell line: RXF 393. Synergy scores: CSS=27.0, Synergy_ZIP=-0.116, Synergy_Bliss=1.77, Synergy_Loewe=2.01, Synergy_HSA=1.69. (5) Drug 1: COC1=C(C=C2C(=C1)N=CN=C2NC3=CC(=C(C=C3)F)Cl)OCCCN4CCOCC4. Drug 2: CS(=O)(=O)CCNCC1=CC=C(O1)C2=CC3=C(C=C2)N=CN=C3NC4=CC(=C(C=C4)OCC5=CC(=CC=C5)F)Cl. Cell line: NCI-H460. Synergy scores: CSS=13.1, Synergy_ZIP=-8.08, Synergy_Bliss=-10.7, Synergy_Loewe=-6.25, Synergy_HSA=-7.96.